Regression. Given a peptide amino acid sequence and an MHC pseudo amino acid sequence, predict their binding affinity value. This is MHC class I binding data. From a dataset of Peptide-MHC class I binding affinity with 185,985 pairs from IEDB/IMGT. (1) The peptide sequence is IVTDFSVIK. The MHC is HLA-A02:06 with pseudo-sequence HLA-A02:06. The binding affinity (normalized) is 0.127. (2) The peptide sequence is LEYEGGAAL. The MHC is HLA-B40:01 with pseudo-sequence HLA-B40:01. The binding affinity (normalized) is 0.838. (3) The peptide sequence is RVRPKKEVL. The MHC is HLA-A24:03 with pseudo-sequence HLA-A24:03. The binding affinity (normalized) is 0.0847. (4) The peptide sequence is YTGAMTSKF. The MHC is HLA-A30:02 with pseudo-sequence HLA-A30:02. The binding affinity (normalized) is 0.213. (5) The peptide sequence is IPQSLISWWTSL. The MHC is H-2-Ld with pseudo-sequence H-2-Ld. The binding affinity (normalized) is 0.739.